Dataset: NCI-60 drug combinations with 297,098 pairs across 59 cell lines. Task: Regression. Given two drug SMILES strings and cell line genomic features, predict the synergy score measuring deviation from expected non-interaction effect. (1) Synergy scores: CSS=17.3, Synergy_ZIP=2.49, Synergy_Bliss=4.39, Synergy_Loewe=2.99, Synergy_HSA=2.62. Drug 1: C1CN1C2=NC(=NC(=N2)N3CC3)N4CC4. Cell line: MDA-MB-435. Drug 2: CC(C)CN1C=NC2=C1C3=CC=CC=C3N=C2N. (2) Drug 2: CCC1(C2=C(COC1=O)C(=O)N3CC4=CC5=C(C=CC(=C5CN(C)C)O)N=C4C3=C2)O.Cl. Cell line: CCRF-CEM. Synergy scores: CSS=94.4, Synergy_ZIP=4.80, Synergy_Bliss=3.74, Synergy_Loewe=3.54, Synergy_HSA=4.92. Drug 1: C1CN1P(=S)(N2CC2)N3CC3. (3) Drug 1: CC1=CC2C(CCC3(C2CCC3(C(=O)C)OC(=O)C)C)C4(C1=CC(=O)CC4)C. Drug 2: C1=CC(=CC=C1CCCC(=O)O)N(CCCl)CCCl. Cell line: RPMI-8226. Synergy scores: CSS=40.1, Synergy_ZIP=-3.81, Synergy_Bliss=-6.45, Synergy_Loewe=-9.27, Synergy_HSA=-4.59. (4) Drug 1: C1=CN(C=N1)CC(O)(P(=O)(O)O)P(=O)(O)O. Drug 2: CCC1(C2=C(COC1=O)C(=O)N3CC4=CC5=C(C=CC(=C5CN(C)C)O)N=C4C3=C2)O.Cl. Cell line: SK-MEL-5. Synergy scores: CSS=18.1, Synergy_ZIP=-2.41, Synergy_Bliss=-1.55, Synergy_Loewe=-31.6, Synergy_HSA=-0.417. (5) Synergy scores: CSS=8.68, Synergy_ZIP=-2.09, Synergy_Bliss=-0.579, Synergy_Loewe=5.49, Synergy_HSA=0.854. Drug 1: CC1=C(C=C(C=C1)NC(=O)C2=CC=C(C=C2)CN3CCN(CC3)C)NC4=NC=CC(=N4)C5=CN=CC=C5. Cell line: NCIH23. Drug 2: CC(C)NC(=O)C1=CC=C(C=C1)CNNC.Cl. (6) Drug 1: C1CN(CCN1C(=O)CCBr)C(=O)CCBr. Drug 2: C(CN)CNCCSP(=O)(O)O. Cell line: HL-60(TB). Synergy scores: CSS=70.3, Synergy_ZIP=2.48, Synergy_Bliss=1.05, Synergy_Loewe=-27.2, Synergy_HSA=-1.59. (7) Drug 1: C1=NNC2=C1C(=O)NC=N2. Drug 2: N.N.Cl[Pt+2]Cl. Cell line: UACC-257. Synergy scores: CSS=37.1, Synergy_ZIP=0.0710, Synergy_Bliss=0.642, Synergy_Loewe=-5.68, Synergy_HSA=2.08. (8) Drug 1: CC1=C(N=C(N=C1N)C(CC(=O)N)NCC(C(=O)N)N)C(=O)NC(C(C2=CN=CN2)OC3C(C(C(C(O3)CO)O)O)OC4C(C(C(C(O4)CO)O)OC(=O)N)O)C(=O)NC(C)C(C(C)C(=O)NC(C(C)O)C(=O)NCCC5=NC(=CS5)C6=NC(=CS6)C(=O)NCCC[S+](C)C)O. Drug 2: C1CCC(C(C1)N)N.C(=O)(C(=O)[O-])[O-].[Pt+4]. Cell line: UO-31. Synergy scores: CSS=38.9, Synergy_ZIP=-0.257, Synergy_Bliss=1.20, Synergy_Loewe=-8.95, Synergy_HSA=4.67. (9) Drug 1: CC12CCC3C(C1CCC2=O)CC(=C)C4=CC(=O)C=CC34C. Drug 2: CC1C(C(CC(O1)OC2CC(OC(C2O)C)OC3=CC4=CC5=C(C(=O)C(C(C5)C(C(=O)C(C(C)O)O)OC)OC6CC(C(C(O6)C)O)OC7CC(C(C(O7)C)O)OC8CC(C(C(O8)C)O)(C)O)C(=C4C(=C3C)O)O)O)O. Cell line: UACC-257. Synergy scores: CSS=28.6, Synergy_ZIP=4.35, Synergy_Bliss=1.92, Synergy_Loewe=2.04, Synergy_HSA=1.61.